This data is from Full USPTO retrosynthesis dataset with 1.9M reactions from patents (1976-2016). The task is: Predict the reactants needed to synthesize the given product. (1) Given the product [NH2:10][CH2:9][CH2:8][C:6]1[CH:7]=[C:2]([Cl:1])[CH:3]=[CH:4][C:5]=1[S:14]([NH2:15])(=[O:17])=[O:16], predict the reactants needed to synthesize it. The reactants are: [Cl:1][C:2]1[CH:3]=[CH:4][C:5]([S:14](=[O:17])(=[O:16])[NH2:15])=[C:6]([CH2:8][CH2:9][NH:10]C(=O)C)[CH:7]=1.[OH-].[K+].Cl. (2) Given the product [Br:1][C:2]1[CH:7]=[CH:6][C:5]([C:14]2[N:15]=[CH:16][C:17]([NH2:20])=[N:18][CH:19]=2)=[C:4]([F:11])[C:3]=1[F:12], predict the reactants needed to synthesize it. The reactants are: [Br:1][C:2]1[CH:7]=[CH:6][C:5](B(O)O)=[C:4]([F:11])[C:3]=1[F:12].Br[C:14]1[N:15]=[CH:16][C:17]([NH2:20])=[N:18][CH:19]=1.C1(C)C=CC=CC=1.C([O-])([O-])=O.[Na+].[Na+]. (3) The reactants are: [Cl:1][C:2]1[C:3]([C:23]2[N:27]([CH3:28])[C:26]([CH3:29])=[N:25][CH:24]=2)=[N:4][C:5]([NH:8][C:9]2[CH:14]=[CH:13][C:12]([S:15](=[O:22])(=[O:21])[NH:16]C(C)(C)C)=[CH:11][CH:10]=2)=[N:6][CH:7]=1.FC(F)(F)C(O)=O.C1(OC)C=CC=CC=1. Given the product [Cl:1][C:2]1[C:3]([C:23]2[N:27]([CH3:28])[C:26]([CH3:29])=[N:25][CH:24]=2)=[N:4][C:5]([NH:8][C:9]2[CH:14]=[CH:13][C:12]([S:15](=[O:21])(=[O:22])[NH2:16])=[CH:11][CH:10]=2)=[N:6][CH:7]=1, predict the reactants needed to synthesize it. (4) Given the product [Cl:1][C:2]1[C:3]([C:21]2[CH:26]=[C:25]([Cl:27])[CH:24]=[CH:23][C:22]=2[C:28]#[N:29])=[CH:4][C:5](=[O:20])[N:6]([CH:8]([CH2:16][CH:17]([CH3:19])[CH3:18])[C:9]([OH:11])=[O:10])[CH:7]=1, predict the reactants needed to synthesize it. The reactants are: [Cl:1][C:2]1[C:3]([C:21]2[CH:26]=[C:25]([Cl:27])[CH:24]=[CH:23][C:22]=2[C:28]#[N:29])=[CH:4][C:5](=[O:20])[N:6]([CH:8]([CH2:16][CH:17]([CH3:19])[CH3:18])[C:9]([O:11]C(C)(C)C)=[O:10])[CH:7]=1.C(O)(C(F)(F)F)=O. (5) Given the product [CH2:20]([C@H:8]1[N:13]([C:14]([C:16]2[N:17]=[CH:18][N:19]([CH:27]3[CH2:34][CH2:33][CH2:32][CH2:31][C:28]3([CH2:29][O:42][CH2:43][CH3:44])[OH:30])[C:20]=2[C:21]2[CH:22]=[CH:23][CH:24]=[CH:25][CH:26]=2)=[O:15])[CH2:12][CH2:11][N:10]([C:46]([O:47][C:28]([CH3:31])([CH3:29])[CH3:27])=[O:49])[CH2:9]1)[C:21]1[CH:22]=[CH:23][CH:24]=[CH:25][CH:26]=1, predict the reactants needed to synthesize it. The reactants are: C([C@H:8]1[N:13]([C:14]([C:16]2[N:17]=[CH:18][N:19]([CH:27]3[CH2:34][CH2:33][CH2:32][CH2:31][C:28]43[O:30][CH2:29]4)[C:20]=2[C:21]2[CH:26]=[CH:25][CH:24]=[CH:23][CH:22]=2)=[O:15])[CH2:12][CH2:11][N:10](C(OC(C)(C)C)=O)[CH2:9]1)C1C=CC=CC=1.[O-:42][CH2:43][CH3:44].[Na+].[C:46](=[O:49])(O)[O-:47].[Na+].